From a dataset of Reaction yield outcomes from USPTO patents with 853,638 reactions. Predict the reaction yield, written as a fraction of the theoretical maximum amount of product (1.0 means a 100% yield; for example, 0.34 means a 34% yield). The reactants are [C:1]([C:4]1[C:12]2[C:7](=[C:8]3[CH2:15][CH2:14][O:13][C:9]3=[CH:10][CH:11]=2)[NH:6][CH:5]=1)(=O)[CH3:2].B.CC(C)=O. The catalyst is O1CCCC1. The product is [CH2:1]([C:4]1[C:12]2[C:7](=[C:8]3[CH2:15][CH2:14][O:13][C:9]3=[CH:10][CH:11]=2)[NH:6][CH:5]=1)[CH3:2]. The yield is 0.450.